This data is from Forward reaction prediction with 1.9M reactions from USPTO patents (1976-2016). The task is: Predict the product of the given reaction. (1) Given the reactants [CH3:1][O:2][C:3]1[CH:4]=[CH:5][CH:6]=[C:7]2[C:12]=1[N:11]=[C:10]([CH:13]([CH3:15])[CH3:14])[CH:9]=[CH:8]2.[Br:16]Br.S([O-])([O-])(=O)=S.[Na+].[Na+].C(=O)([O-])O.[Na+], predict the reaction product. The product is: [Br:16][C:6]1[CH:5]=[CH:4][C:3]([O:2][CH3:1])=[C:12]2[C:7]=1[CH:8]=[CH:9][C:10]([CH:13]([CH3:15])[CH3:14])=[N:11]2. (2) Given the reactants [C:1]([O:5][C:6]([N:8]1[CH2:13][CH2:12][N:11]([C:14](=[O:23])[C:15]2[CH:20]=[CH:19][C:18](Br)=[CH:17][C:16]=2[F:22])[CH2:10][CH2:9]1)=[O:7])([CH3:4])([CH3:3])[CH3:2].[O:24]=[C:25]1[NH:29][C@H:28]([CH2:30][O:31][C:32](=[O:39])[C:33]2[CH:38]=[CH:37][CH:36]=[CH:35][CH:34]=2)[CH2:27][O:26]1, predict the reaction product. The product is: [C:1]([O:5][C:6]([N:8]1[CH2:13][CH2:12][N:11]([C:14](=[O:23])[C:15]2[CH:20]=[CH:19][C:18]([N:29]3[C@H:28]([CH2:30][O:31][C:32](=[O:39])[C:33]4[CH:38]=[CH:37][CH:36]=[CH:35][CH:34]=4)[CH2:27][O:26][C:25]3=[O:24])=[CH:17][C:16]=2[F:22])[CH2:10][CH2:9]1)=[O:7])([CH3:4])([CH3:3])[CH3:2]. (3) The product is: [CH2:25]1[C:33]2[C:28](=[CH:29][CH:30]=[CH:31][CH:32]=2)[CH2:27][CH:26]1[NH:34][C:19](=[O:20])[C:18]1[CH:22]=[CH:23][C:15]([CH2:14][N:4]([CH2:1][CH2:2][CH3:3])[CH:5]2[CH2:13][CH2:12][C:8]3[N:9]=[CH:10][S:11][C:7]=3[CH2:6]2)=[CH:16][CH:17]=1. Given the reactants [CH2:1]([N:4]([CH2:14][C:15]1[CH:23]=[CH:22][C:18]([C:19](Cl)=[O:20])=[CH:17][CH:16]=1)[CH:5]1[CH2:13][CH2:12][C:8]2[N:9]=[CH:10][S:11][C:7]=2[CH2:6]1)[CH2:2][CH3:3].Cl.[CH2:25]1[C:33]2[C:28](=[CH:29][CH:30]=[CH:31][CH:32]=2)[CH2:27][CH:26]1[NH2:34].OCCCCNC(=O)C1C=CC=CC=1, predict the reaction product. (4) The product is: [Br:1][C:2]1[CH:11]=[C:10]2[C:5]([CH:6]=[C:7]([CH3:27])[C:8]([C:20](=[O:26])[C:21]([O:23][CH2:24][CH3:25])=[O:22])=[C:9]2[C:32]2[CH:33]=[CH:34][C:29]([Cl:28])=[CH:30][CH:31]=2)=[CH:4][CH:3]=1. Given the reactants [Br:1][C:2]1[CH:11]=[C:10]2[C:5]([CH:6]=[C:7]([CH3:27])[C:8]([C:20](=[O:26])[C:21]([O:23][CH2:24][CH3:25])=[O:22])=[C:9]2OS(C(F)(F)F)(=O)=O)=[CH:4][CH:3]=1.[Cl:28][C:29]1[CH:34]=[CH:33][C:32](B(O)O)=[CH:31][CH:30]=1.C([O-])([O-])=O.[K+].[K+], predict the reaction product. (5) Given the reactants [Cl:1][C:2]1[CH:3]=[C:4](I)[C:5]2[N:6]([N:8]=[CH:9][N:10]=2)[CH:7]=1.[F:12][C:13]1[CH:18]=[C:17]([F:19])[CH:16]=[CH:15][C:14]=1[S:20]([NH2:23])(=[O:22])=[O:21].C(=O)([O-])[O-].[Cs+].[Cs+].C(N)CN, predict the reaction product. The product is: [Cl:1][C:2]1[CH:3]=[C:4]([NH:23][S:20]([C:14]2[CH:15]=[CH:16][C:17]([F:19])=[CH:18][C:13]=2[F:12])(=[O:21])=[O:22])[C:5]2[N:6]([N:8]=[CH:9][N:10]=2)[CH:7]=1.